This data is from Full USPTO retrosynthesis dataset with 1.9M reactions from patents (1976-2016). The task is: Predict the reactants needed to synthesize the given product. Given the product [CH3:14][C:13]1[C:12]([CH3:11])=[C:16]([CH3:17])[N:7]2[N:8]=[CH:9][C:5]([N+:2]([O-:4])=[O:3])=[C:6]2[N:10]=1, predict the reactants needed to synthesize it. The reactants are: Cl.[N+:2]([C:5]1[CH:9]=[N:8][NH:7][C:6]=1[NH2:10])([O-:4])=[O:3].[CH3:11][CH:12]([C:16](=O)[CH3:17])[C:13](=O)[CH3:14].